Dataset: Reaction yield outcomes from USPTO patents with 853,638 reactions. Task: Predict the reaction yield, written as a fraction of the theoretical maximum amount of product (1.0 means a 100% yield; for example, 0.34 means a 34% yield). (1) The product is [C:13]([NH:18][C:2]1[CH:3]=[C:4]([CH:9]=[C:10]([CH3:12])[N:11]=1)[C:5]([O:7][CH3:8])=[O:6])(=[O:17])[CH:14]([CH3:16])[CH3:15]. The yield is 1.00. The reactants are Cl[C:2]1[CH:3]=[C:4]([CH:9]=[C:10]([CH3:12])[N:11]=1)[C:5]([O:7][CH3:8])=[O:6].[C:13]([NH2:18])(=[O:17])[CH:14]([CH3:16])[CH3:15]. No catalyst specified. (2) The reactants are [OH-].[Na+].[CH2:3]([O:5][C:6]1[CH:7]=[C:8]2[C:13](=[CH:14][CH:15]=1)[CH:12]([C:16]([O:18]CC)=[O:17])[N:11]([C:21]([O:23][C:24]([CH3:27])([CH3:26])[CH3:25])=[O:22])[CH2:10][CH2:9]2)[CH3:4].CCO. The catalyst is C1COCC1. The product is [C:24]([O:23][C:21]([N:11]1[CH2:10][CH2:9][C:8]2[C:13](=[CH:14][CH:15]=[C:6]([O:5][CH2:3][CH3:4])[CH:7]=2)[CH:12]1[C:16]([OH:18])=[O:17])=[O:22])([CH3:25])([CH3:26])[CH3:27]. The yield is 0.298. (3) The reactants are [Br:1][C:2]1[CH:7]=[CH:6][C:5]([C:8](=O)[CH2:9][CH2:10][C:11]([OH:13])=O)=[CH:4][CH:3]=1.[NH2:15][NH2:16].O. The catalyst is CCO. The product is [Br:1][C:2]1[CH:7]=[CH:6][C:5]([C:8]2[CH2:9][CH2:10][C:11](=[O:13])[NH:15][N:16]=2)=[CH:4][CH:3]=1. The yield is 0.980. (4) The reactants are S(Cl)(Cl)=O.CC(CCCC)C(O)=O.CC(CCCC)C(Cl)=O.[CH3:23][CH:24]([CH2:30][CH2:31][CH2:32][CH3:33])[C:25]([N:27]=[C:28]=[S:29])=[O:26].[Cl:34][C:35]1[CH:36]=[C:37]([CH:39]=[CH:40][C:41]=1[O:42][C:43]1[C:52]2[C:47](=[CH:48][C:49]([O:55][CH3:56])=[C:50]([O:53][CH3:54])[CH:51]=2)[N:46]=[CH:45][CH:44]=1)[NH2:38]. The catalyst is C(O)C.C1(C)C=CC=CC=1. The product is [Cl:34][C:35]1[CH:36]=[C:37]([NH:38][C:28]([NH:27][C:25](=[O:26])[CH:24]([CH3:23])[CH2:30][CH2:31][CH2:32][CH3:33])=[S:29])[CH:39]=[CH:40][C:41]=1[O:42][C:43]1[C:52]2[C:47](=[CH:48][C:49]([O:55][CH3:56])=[C:50]([O:53][CH3:54])[CH:51]=2)[N:46]=[CH:45][CH:44]=1. The yield is 0.580. (5) The reactants are [N:1]1([CH2:7][C:8]2[CH:13]=[CH:12][C:11]([CH2:14][N:15]3[CH2:20][CH2:19][N:18]([C:21]4[C:26]([C:27]([O:29][CH:30]([CH3:32])[CH3:31])=[O:28])=[CH:25][CH:24]=[CH:23][N:22]=4)[CH2:17][CH2:16]3)=[CH:10][CH:9]=2)[CH2:6][CH2:5][NH:4][CH2:3][CH2:2]1.[Cl:33][C:34]1[CH:41]=[CH:40][CH:39]=[C:38]([F:42])[C:35]=1[CH:36]=O.CC(O)=O.[BH-](OC(C)=O)(OC(C)=O)OC(C)=O.[Na+]. The catalyst is ClCCl.O. The product is [Cl:33][C:34]1[CH:41]=[CH:40][CH:39]=[C:38]([F:42])[C:35]=1[CH2:36][N:4]1[CH2:5][CH2:6][N:1]([CH2:7][C:8]2[CH:13]=[CH:12][C:11]([CH2:14][N:15]3[CH2:16][CH2:17][N:18]([C:21]4[C:26]([C:27]([O:29][CH:30]([CH3:32])[CH3:31])=[O:28])=[CH:25][CH:24]=[CH:23][N:22]=4)[CH2:19][CH2:20]3)=[CH:10][CH:9]=2)[CH2:2][CH2:3]1. The yield is 0.460. (6) The reactants are Br[C:2]1[CH:3]=[C:4]([C:8]2[CH:9]=[N:10][N:11]([CH3:13])[CH:12]=2)[CH:5]=[CH:6][CH:7]=1.[B:14]1([B:14]2[O:18][C:17]([CH3:20])([CH3:19])[C:16]([CH3:22])([CH3:21])[O:15]2)[O:18][C:17]([CH3:20])([CH3:19])[C:16]([CH3:22])([CH3:21])[O:15]1.CC([O-])=O.[K+].C(Cl)Cl. The catalyst is CN(C=O)C.C1C=CC(P(C2C=CC=CC=2)[C-]2C=CC=C2)=CC=1.C1C=CC(P(C2C=CC=CC=2)[C-]2C=CC=C2)=CC=1.[Fe+2].C1C=CC(P(C2C=CC=CC=2)[C-]2C=CC=C2)=CC=1.C1C=CC(P(C2C=CC=CC=2)[C-]2C=CC=C2)=CC=1.Cl[Pd]Cl.[Fe+2]. The product is [CH3:13][N:11]1[CH:12]=[C:8]([C:4]2[CH:5]=[CH:6][CH:7]=[C:2]([B:14]3[O:18][C:17]([CH3:20])([CH3:19])[C:16]([CH3:22])([CH3:21])[O:15]3)[CH:3]=2)[CH:9]=[N:10]1. The yield is 0.920. (7) The yield is 0.550. No catalyst specified. The reactants are Cl[C:2]1[C:11]2[C:6](=[CH:7][C:8]([O:14][CH3:15])=[C:9]([O:12][CH3:13])[CH:10]=2)[N:5]=[CH:4][CH:3]=1.[C:16]([C:24]1[CH:29]=[CH:28][N:27]([C:30]2[CH:35]=[CH:34][C:33]([OH:36])=[C:32]([F:37])[CH:31]=2)[C:26](=[O:38])[CH:25]=1)(=[O:23])[C:17]1[CH:22]=[CH:21][CH:20]=[CH:19][CH:18]=1. The product is [C:16]([C:24]1[CH:29]=[CH:28][N:27]([C:30]2[CH:35]=[CH:34][C:33]([O:36][C:2]3[C:11]4[C:6](=[CH:7][C:8]([O:14][CH3:15])=[C:9]([O:12][CH3:13])[CH:10]=4)[N:5]=[CH:4][CH:3]=3)=[C:32]([F:37])[CH:31]=2)[C:26](=[O:38])[CH:25]=1)(=[O:23])[C:17]1[CH:18]=[CH:19][CH:20]=[CH:21][CH:22]=1.